From a dataset of NCI-60 drug combinations with 297,098 pairs across 59 cell lines. Regression. Given two drug SMILES strings and cell line genomic features, predict the synergy score measuring deviation from expected non-interaction effect. (1) Drug 1: CN(C)C1=NC(=NC(=N1)N(C)C)N(C)C. Drug 2: CCC1=C2CN3C(=CC4=C(C3=O)COC(=O)C4(CC)O)C2=NC5=C1C=C(C=C5)O. Cell line: SK-MEL-5. Synergy scores: CSS=23.3, Synergy_ZIP=2.33, Synergy_Bliss=2.81, Synergy_Loewe=-34.4, Synergy_HSA=-1.82. (2) Drug 1: CCC1=CC2CC(C3=C(CN(C2)C1)C4=CC=CC=C4N3)(C5=C(C=C6C(=C5)C78CCN9C7C(C=CC9)(C(C(C8N6C)(C(=O)OC)O)OC(=O)C)CC)OC)C(=O)OC.C(C(C(=O)O)O)(C(=O)O)O. Drug 2: CCCCC(=O)OCC(=O)C1(CC(C2=C(C1)C(=C3C(=C2O)C(=O)C4=C(C3=O)C=CC=C4OC)O)OC5CC(C(C(O5)C)O)NC(=O)C(F)(F)F)O. Cell line: OVCAR-8. Synergy scores: CSS=28.7, Synergy_ZIP=0.809, Synergy_Bliss=2.03, Synergy_Loewe=1.66, Synergy_HSA=2.34. (3) Drug 1: CCC1=C2CN3C(=CC4=C(C3=O)COC(=O)C4(CC)O)C2=NC5=C1C=C(C=C5)O. Drug 2: C1=NC(=NC(=O)N1C2C(C(C(O2)CO)O)O)N. Cell line: T-47D. Synergy scores: CSS=38.1, Synergy_ZIP=-3.78, Synergy_Bliss=-5.34, Synergy_Loewe=-7.71, Synergy_HSA=-1.04. (4) Drug 1: CC(C)(C#N)C1=CC(=CC(=C1)CN2C=NC=N2)C(C)(C)C#N. Drug 2: COCCOC1=C(C=C2C(=C1)C(=NC=N2)NC3=CC=CC(=C3)C#C)OCCOC.Cl. Cell line: SF-539. Synergy scores: CSS=1.31, Synergy_ZIP=-3.87, Synergy_Bliss=-6.98, Synergy_Loewe=-4.83, Synergy_HSA=-4.77. (5) Drug 1: CS(=O)(=O)C1=CC(=C(C=C1)C(=O)NC2=CC(=C(C=C2)Cl)C3=CC=CC=N3)Cl. Drug 2: CC1=C2C(C(=O)C3(C(CC4C(C3C(C(C2(C)C)(CC1OC(=O)C(C(C5=CC=CC=C5)NC(=O)OC(C)(C)C)O)O)OC(=O)C6=CC=CC=C6)(CO4)OC(=O)C)O)C)O. Cell line: SK-OV-3. Synergy scores: CSS=42.5, Synergy_ZIP=7.18, Synergy_Bliss=9.30, Synergy_Loewe=-19.5, Synergy_HSA=9.35. (6) Drug 1: CC1=C2C(C(=O)C3(C(CC4C(C3C(C(C2(C)C)(CC1OC(=O)C(C(C5=CC=CC=C5)NC(=O)OC(C)(C)C)O)O)OC(=O)C6=CC=CC=C6)(CO4)OC(=O)C)OC)C)OC. Drug 2: C1=NC2=C(N=C(N=C2N1C3C(C(C(O3)CO)O)O)F)N. Cell line: IGROV1. Synergy scores: CSS=36.8, Synergy_ZIP=3.93, Synergy_Bliss=6.50, Synergy_Loewe=-20.1, Synergy_HSA=5.88. (7) Drug 1: COC1=NC(=NC2=C1N=CN2C3C(C(C(O3)CO)O)O)N. Synergy scores: CSS=54.2, Synergy_ZIP=-1.75, Synergy_Bliss=-1.98, Synergy_Loewe=-55.6, Synergy_HSA=-2.66. Drug 2: CC1=C(C(=O)C2=C(C1=O)N3CC4C(C3(C2COC(=O)N)OC)N4)N. Cell line: SF-295.